From a dataset of Catalyst prediction with 721,799 reactions and 888 catalyst types from USPTO. Predict which catalyst facilitates the given reaction. (1) Product: [F:19][C:18]([F:21])([F:20])[C:4]1[CH:5]=[CH:6][C:7]2[NH:8][C:9](=[O:17])[C:10]3[CH:15]=[CH:14][CH:13]=[CH:12][C:11]=3[O:16][C:2]=2[N:3]=1. The catalyst class is: 6. Reactant: Cl[C:2]1[C:7]([NH:8][C:9](=[O:17])[C:10]2[CH:15]=[CH:14][CH:13]=[CH:12][C:11]=2[OH:16])=[CH:6][CH:5]=[C:4]([C:18]([F:21])([F:20])[F:19])[N:3]=1.C[O-].[Na+]. (2) Reactant: [CH3:1][O:2][C:3]1[CH:40]=[CH:39][C:6]([C:7]([O:22][CH2:23][C@H:24]2[O:28][C@@H:27]([N:29]3[CH:37]=[C:35]([CH3:36])[C:33](=[O:34])[NH:32][C:30]3=[O:31])[CH2:26][C@@H:25]2[OH:38])([C:16]2[CH:21]=[CH:20][CH:19]=[CH:18][CH:17]=2)[C:8]2[CH:13]=[CH:12][C:11]([O:14][CH3:15])=[CH:10][CH:9]=2)=[CH:5][CH:4]=1.N1C=CN=C1.[Si:46](Cl)([C:49]([CH3:52])([CH3:51])[CH3:50])([CH3:48])[CH3:47]. Product: [CH3:1][O:2][C:3]1[CH:40]=[CH:39][C:6]([C:7]([O:22][CH2:23][C@H:24]2[O:28][C@@H:27]([N:29]3[CH:37]=[C:35]([CH3:36])[C:33](=[O:34])[NH:32][C:30]3=[O:31])[CH2:26][C@@H:25]2[O:38][Si:46]([C:49]([CH3:52])([CH3:51])[CH3:50])([CH3:48])[CH3:47])([C:16]2[CH:17]=[CH:18][CH:19]=[CH:20][CH:21]=2)[C:8]2[CH:13]=[CH:12][C:11]([O:14][CH3:15])=[CH:10][CH:9]=2)=[CH:5][CH:4]=1. The catalyst class is: 3.